From a dataset of Forward reaction prediction with 1.9M reactions from USPTO patents (1976-2016). Predict the product of the given reaction. (1) The product is: [Br:1][C:2]1[CH:7]=[CH:6][C:5]([O:8][C:10]2[C:11](=[O:15])[CH2:12][CH2:13][CH:14]=2)=[CH:4][CH:3]=1. Given the reactants [Br:1][C:2]1[CH:7]=[CH:6][C:5]([OH:8])=[CH:4][CH:3]=1.Br[C:10]1(Br)[CH2:14][CH2:13][CH2:12][C:11]1=[O:15].CCN(C(C)C)C(C)C, predict the reaction product. (2) Given the reactants Br[C:2]1[C:3]([N:17]2[C:21]([CH3:22])=[CH:20][C:19]([C:23]([F:26])([F:25])[F:24])=[N:18]2)=[N:4][C:5]([NH:8][C:9]2[CH:14]=[CH:13][C:12]([F:15])=[C:11]([Cl:16])[CH:10]=2)=[N:6][CH:7]=1.[CH3:27][O:28][C:29]([C:31]1[CH:32]=[C:33](B(O)O)[CH:34]=[N:35][C:36]=1[O:37][CH:38]1[CH2:42][CH2:41][N:40]([CH3:43])[CH2:39]1)=[O:30].CC1(C)C(C)(C)OB(C2C=C(C([O-])=O)C=NC=2)O1.B(O)O.C(=O)([O-])[O-].[Na+].[Na+], predict the reaction product. The product is: [Cl:16][C:11]1[CH:10]=[C:9]([NH:8][C:5]2[N:4]=[C:3]([N:17]3[C:21]([CH3:22])=[CH:20][C:19]([C:23]([F:26])([F:25])[F:24])=[N:18]3)[C:2]([C:33]3[CH:32]=[C:31]([C:29]([O:28][CH3:27])=[O:30])[C:36]([O:37][CH:38]4[CH2:42][CH2:41][N:40]([CH3:43])[CH2:39]4)=[N:35][CH:34]=3)=[CH:7][N:6]=2)[CH:14]=[CH:13][C:12]=1[F:15]. (3) Given the reactants [C:1]1([CH2:7][C:8]([O:10][CH2:11][CH:12]2[CH2:17][CH2:16][NH:15][CH2:14][CH2:13]2)=O)[CH:6]=[CH:5][CH:4]=[CH:3][CH:2]=1.[SiH](CC)(CC)CC, predict the reaction product. The product is: [C:1]1([CH2:7][CH2:8][O:10][CH2:11][CH:12]2[CH2:17][CH2:16][NH:15][CH2:14][CH2:13]2)[CH:2]=[CH:3][CH:4]=[CH:5][CH:6]=1. (4) Given the reactants [CH3:1][O:2][C:3](=[O:29])/[CH:4]=[CH:5]/[C:6]1[CH:7]=[C:8]2[C:25](=[CH:26][CH:27]=1)[O:24][C:11]1([CH2:16][CH2:15][N:14]([C:17](OC(C)(C)C)=O)[CH2:13][CH2:12]1)[CH2:10][C:9]2=[O:28].[C:30]1([C:36]2[CH:43]=[CH:42][CH:41]=[CH:40][C:37]=2CBr)[CH:35]=[CH:34][CH:33]=[CH:32][CH:31]=1, predict the reaction product. The product is: [CH3:1][O:2][C:3](=[O:29])/[CH:4]=[CH:5]/[C:6]1[CH:7]=[C:8]2[C:25](=[CH:26][CH:27]=1)[O:24][C:11]1([CH2:12][CH2:13][N:14]([CH2:17][C:43]3[CH:42]=[CH:41][CH:40]=[CH:37][C:36]=3[C:30]3[CH:31]=[CH:32][CH:33]=[CH:34][CH:35]=3)[CH2:15][CH2:16]1)[CH2:10][C:9]2=[O:28].